Predict the reactants needed to synthesize the given product. From a dataset of Full USPTO retrosynthesis dataset with 1.9M reactions from patents (1976-2016). (1) Given the product [CH3:21][O:22][C:23](=[O:41])[C:24]([N:26]1[CH:30]=[C:29]([C:17]2[CH:16]=[N:15][C:14]([NH2:20])=[C:13]([O:12][CH:10]([C:3]3[C:4]([Cl:9])=[CH:5][CH:6]=[C:7]([F:8])[C:2]=3[Cl:1])[CH3:11])[CH:18]=2)[CH:28]=[N:27]1)([CH3:40])[CH3:25], predict the reactants needed to synthesize it. The reactants are: [Cl:1][C:2]1[C:7]([F:8])=[CH:6][CH:5]=[C:4]([Cl:9])[C:3]=1[CH:10]([O:12][C:13]1[C:14]([NH2:20])=[N:15][CH:16]=[C:17](I)[CH:18]=1)[CH3:11].[CH3:21][O:22][C:23](=[O:41])[C:24]([CH3:40])([N:26]1[CH:30]=[C:29](B2OC(C)(C)C(C)(C)O2)[CH:28]=[N:27]1)[CH3:25].[F-].[Cs+]. (2) Given the product [CH2:13]([O:1][C:2]1[CH:11]=[CH:10][C:9]2[C:4](=[CH:5][CH:6]=[C:7]([O:12][CH2:26][CH:24]=[CH2:23])[CH:8]=2)[CH:3]=1)[CH:14]=[CH2:15], predict the reactants needed to synthesize it. The reactants are: [OH:1][C:2]1[CH:11]=[CH:10][C:9]2[C:4](=[CH:5][CH:6]=[C:7]([OH:12])[CH:8]=2)[CH:3]=1.[CH2:13](Br)[CH:14]=[CH2:15].C([O-])([O-])=O.[K+].[K+].[CH3:23][C:24]([CH3:26])=O. (3) Given the product [CH3:30][O:31][C:32]([C:34]1[CH:39]=[CH:38][C:37]([C:4]2[CH:3]=[C:2]([Cl:1])[C:7]([CH2:8][N:9]3[CH2:13][CH2:12][CH:11]([CH:14]4[CH2:19][CH2:18][CH2:17][CH2:16][CH2:15]4)[C:10]3=[O:20])=[C:6]([Cl:21])[CH:5]=2)=[CH:36][CH:35]=1)=[O:33], predict the reactants needed to synthesize it. The reactants are: [Cl:1][C:2]1[CH:3]=[C:4](OS(C(F)(F)F)(=O)=O)[CH:5]=[C:6]([Cl:21])[C:7]=1[CH2:8][N:9]1[CH2:13][CH2:12][CH:11]([CH:14]2[CH2:19][CH2:18][CH2:17][CH2:16][CH2:15]2)[C:10]1=[O:20].[CH3:30][O:31][C:32]([C:34]1[CH:39]=[CH:38][C:37](B(O)O)=[CH:36][CH:35]=1)=[O:33].C(=O)([O-])[O-].[Na+].[Na+]. (4) Given the product [F:35][CH:34]([F:36])[C:30]1[C:29]([O:37][C@H:38]2[CH2:43][CH2:42][C@@H:41]([CH3:44])[CH2:40][CH2:39]2)=[CH:28][CH:27]=[C:26]2[C:31]=1[CH:32]=[CH:33][C:24]([CH:21]([N:19]1[CH:14]3[CH2:15][CH2:16][CH:17]1[CH2:18][CH:12]([C:10]([O:9][CH3:8])=[O:11])[CH2:13]3)[CH2:22][CH3:23])=[CH:25]2, predict the reactants needed to synthesize it. The reactants are: C(=O)([O-])[O-].[K+].[K+].Cl.[CH3:8][O:9][C:10]([CH:12]1[CH2:18][CH:17]2[NH:19][CH:14]([CH2:15][CH2:16]2)[CH2:13]1)=[O:11].Br[CH:21]([C:24]1[CH:25]=[C:26]2[C:31](=[CH:32][CH:33]=1)[C:30]([CH:34]([F:36])[F:35])=[C:29]([O:37][C@H:38]1[CH2:43][CH2:42][C@@H:41]([CH3:44])[CH2:40][CH2:39]1)[CH:28]=[CH:27]2)[CH2:22][CH3:23].CN(C=O)C. (5) The reactants are: [OH:1][C:2]1[CH:7]=[CH:6][C:5]([C:8]([C:10]2[CH:19]=[CH:18][C:13]([C:14]([O:16][CH3:17])=[O:15])=[CH:12][CH:11]=2)=O)=[CH:4][CH:3]=1.[CH3:20][C:21]1([CH3:30])[CH2:26][C:25](=O)[CH2:24][C:23]([CH3:29])([CH3:28])[O:22]1. Given the product [OH:1][C:2]1[CH:7]=[CH:6][C:5]([C:8](=[C:25]2[CH2:24][C:23]([CH3:29])([CH3:28])[O:22][C:21]([CH3:30])([CH3:20])[CH2:26]2)[C:10]2[CH:19]=[CH:18][C:13]([C:14]([O:16][CH3:17])=[O:15])=[CH:12][CH:11]=2)=[CH:4][CH:3]=1, predict the reactants needed to synthesize it. (6) Given the product [Br:16][C:3]1[C:4]2=[N:5][C:6]([C:10]([O:12][CH3:13])=[O:11])=[CH:7][CH:8]=[C:9]2[S:1][CH:2]=1, predict the reactants needed to synthesize it. The reactants are: [S:1]1[C:9]2[C:4](=[N:5][C:6]([C:10]([O:12][CH3:13])=[O:11])=[CH:7][CH:8]=2)[CH:3]=[CH:2]1.BrBr.[Br:16]N1C(=O)CCC1=O.[O-]S([O-])(=S)=O.[Na+].[Na+]. (7) The reactants are: [NH2:1][C:2]1[C:11]2[C:6](=[C:7](Br)[CH:8]=[CH:9][CH:10]=2)[N:5]=[N:4][C:3]=1[C:13]([NH:15][CH2:16][CH2:17][CH3:18])=[O:14].[CH3:19][O:20][C:21]1[CH:22]=[C:23](B(O)O)[CH:24]=[C:25]([O:29][CH3:30])[C:26]=1[O:27][CH3:28]. Given the product [NH2:1][C:2]1[C:11]2[C:6](=[C:7]([C:23]3[CH:24]=[C:25]([O:29][CH3:30])[C:26]([O:27][CH3:28])=[C:21]([O:20][CH3:19])[CH:22]=3)[CH:8]=[CH:9][CH:10]=2)[N:5]=[N:4][C:3]=1[C:13]([NH:15][CH2:16][CH2:17][CH3:18])=[O:14], predict the reactants needed to synthesize it. (8) Given the product [CH3:15][O:16][C:17]1[CH:18]=[C:19]2[C:23](=[CH:24][CH:25]=1)[NH:22][CH:21]=[C:20]2[CH:26]1[CH2:31][CH2:30][N:29]([C:2]2[CH:3]=[CH:4][C:5]3[N:6]([C:8]([C:11]([F:14])([F:13])[F:12])=[N:9][N:10]=3)[N:7]=2)[CH2:28][CH2:27]1, predict the reactants needed to synthesize it. The reactants are: Cl[C:2]1[CH:3]=[CH:4][C:5]2[N:6]([C:8]([C:11]([F:14])([F:13])[F:12])=[N:9][N:10]=2)[N:7]=1.[CH3:15][O:16][C:17]1[CH:18]=[C:19]2[C:23](=[CH:24][CH:25]=1)[NH:22][CH:21]=[C:20]2[CH:26]1[CH2:31][CH2:30][NH:29][CH2:28][CH2:27]1.CCN(C(C)C)C(C)C. (9) Given the product [Si:12]([O:11][C:10]1[CH:9]=[C:8]([CH2:7][CH2:6][CH2:5][CH2:4][NH2:1])[CH:31]=[CH:30][CH:29]=1)([C:25]([CH3:26])([CH3:27])[CH3:28])([C:19]1[CH:24]=[CH:23][CH:22]=[CH:21][CH:20]=1)[C:13]1[CH:14]=[CH:15][CH:16]=[CH:17][CH:18]=1, predict the reactants needed to synthesize it. The reactants are: [N:1]([CH2:4][CH2:5][C:6]#[C:7][C:8]1[CH:9]=[C:10]([CH:29]=[CH:30][CH:31]=1)[O:11][Si:12]([C:25]([CH3:28])([CH3:27])[CH3:26])([C:19]1[CH:24]=[CH:23][CH:22]=[CH:21][CH:20]=1)[C:13]1[CH:18]=[CH:17][CH:16]=[CH:15][CH:14]=1)=[N+]=[N-]. (10) Given the product [F:7][C:8]([F:19])([F:18])[C:9]1[CH:10]=[CH:14][CH:15]=[CH:16][C:1]=1[C:2]([Cl:4])=[O:3], predict the reactants needed to synthesize it. The reactants are: [C:1](Cl)(=O)[C:2]([Cl:4])=[O:3].[F:7][C:8]([F:19])([F:18])[C:9]1C=[CH:16][CH:15]=[CH:14][C:10]=1C(O)=O.